Predict the reaction yield, written as a fraction of the theoretical maximum amount of product (1.0 means a 100% yield; for example, 0.34 means a 34% yield). From a dataset of Reaction yield outcomes from USPTO patents with 853,638 reactions. (1) The reactants are [C:1]([C:3]1[CH:4]=[C:5]2[C:10](=[CH:11][C:12]=1[O:13][C:14]1[CH:22]=[CH:21][C:17]([C:18]([OH:20])=O)=[CH:16][CH:15]=1)[O:9][CH2:8][CH2:7][CH:6]2[C:23]([O:25][CH3:26])=[O:24])#[N:2].C(Cl)(=O)C(Cl)=O.[Cl:33][C:34]1[CH:42]=[CH:41][C:37]([CH2:38][O:39][NH2:40])=[CH:36][CH:35]=1.C(N(CC)C(C)C)(C)C. The catalyst is C(Cl)Cl.CN(C=O)C. The product is [Cl:33][C:34]1[CH:42]=[CH:41][C:37]([CH2:38][O:39][NH:40][C:18]([C:17]2[CH:21]=[CH:22][C:14]([O:13][C:12]3[CH:11]=[C:10]4[C:5]([CH:6]([C:23]([O:25][CH3:26])=[O:24])[CH2:7][CH2:8][O:9]4)=[CH:4][C:3]=3[C:1]#[N:2])=[CH:15][CH:16]=2)=[O:20])=[CH:36][CH:35]=1. The yield is 0.211. (2) The reactants are [Cl:1][C:2]1[N:3]=[C:4](Cl)[C:5]2[S:10][C:9]3[N:11]=[C:12]([C:16]4[CH:21]=[CH:20][C:19]([O:22][CH3:23])=[C:18]([O:24][CH3:25])[CH:17]=4)[CH:13]=[C:14]([CH3:15])[C:8]=3[C:6]=2[N:7]=1.C[O-].[Na+].[CH2:30]([OH:32])[CH3:31]. No catalyst specified. The product is [Cl:1][C:2]1[N:3]=[C:4]([O:32][CH2:30][CH3:31])[C:5]2[S:10][C:9]3[N:11]=[C:12]([C:16]4[CH:21]=[CH:20][C:19]([O:22][CH3:23])=[C:18]([O:24][CH3:25])[CH:17]=4)[CH:13]=[C:14]([CH3:15])[C:8]=3[C:6]=2[N:7]=1. The yield is 0.900. (3) The reactants are [N:1]1[C:10]2[C:5](=[CH:6][CH:7]=[CH:8][CH:9]=2)[CH:4]=[CH:3][C:2]=1[CH2:11][CH2:12]O.CC(OC(/N=N/C(OC(C)C)=O)=O)C.C1(P(C2C=CC=CC=2)C2C=CC=CC=2)C=CC=CC=1.[Br:47][C:48]1[CH:49]=[CH:50][C:51]2[N:52]([C:54](=[O:57])[NH:55][N:56]=2)[CH:53]=1. The catalyst is C1COCC1. The product is [Br:47][C:48]1[CH:49]=[CH:50][C:51]2[N:52]([C:54](=[O:57])[N:55]([CH2:12][CH2:11][C:2]3[CH:3]=[CH:4][C:5]4[C:10](=[CH:9][CH:8]=[CH:7][CH:6]=4)[N:1]=3)[N:56]=2)[CH:53]=1. The yield is 0.550.